Dataset: Full USPTO retrosynthesis dataset with 1.9M reactions from patents (1976-2016). Task: Predict the reactants needed to synthesize the given product. (1) Given the product [OH:20][NH:19][C:3]([C:5]1[S:9][C:8]2[CH:10]=[C:11]([NH:14][C:15](=[O:18])[CH2:16][N:14]3[CH2:15][CH2:24][N:22]([C:23]4[CH:8]=[CH:7][CH:6]=[CH:5][CH:3]=4)[CH2:21][CH2:11]3)[CH:12]=[CH:13][C:7]=2[CH:6]=1)=[O:4], predict the reactants needed to synthesize it. The reactants are: CO[C:3]([C:5]1[S:9][C:8]2[CH:10]=[C:11]([NH:14][C:15](=[O:18])[CH2:16]Cl)[CH:12]=[CH:13][C:7]=2[CH:6]=1)=[O:4].[NH2:19][OH:20].[CH3:21][N:22]([CH:24]=O)[CH3:23]. (2) Given the product [C:12]([C:7]1[S:8][CH:9]=[C:10]([Br:11])[C:6]=1[Br:5])(=[O:19])[C:13]1[CH:18]=[CH:17][CH:16]=[CH:15][CH:14]=1, predict the reactants needed to synthesize it. The reactants are: [Al+3].[Cl-].[Cl-].[Cl-].[Br:5][C:6]1[C:10]([Br:11])=[CH:9][S:8][CH:7]=1.[C:12](Cl)(=[O:19])[C:13]1[CH:18]=[CH:17][CH:16]=[CH:15][CH:14]=1.